The task is: Regression. Given a peptide amino acid sequence and an MHC pseudo amino acid sequence, predict their binding affinity value. This is MHC class II binding data.. This data is from Peptide-MHC class II binding affinity with 134,281 pairs from IEDB. The peptide sequence is YDKFLANVSPVLTGK. The MHC is DRB1_0101 with pseudo-sequence DRB1_0101. The binding affinity (normalized) is 1.00.